Dataset: TCR-epitope binding with 47,182 pairs between 192 epitopes and 23,139 TCRs. Task: Binary Classification. Given a T-cell receptor sequence (or CDR3 region) and an epitope sequence, predict whether binding occurs between them. (1) The epitope is KLSYGIATV. The TCR CDR3 sequence is CASSLMGVGQETQYF. Result: 1 (the TCR binds to the epitope). (2) The TCR CDR3 sequence is CASSQDTGDSYEQYF. The epitope is GILGFVFTL. Result: 0 (the TCR does not bind to the epitope). (3) The TCR CDR3 sequence is CASSLGTYEQYF. The epitope is VLAWLYAAV. Result: 1 (the TCR binds to the epitope). (4) The epitope is LLMPILTLT. The TCR CDR3 sequence is CASSTDYVEQYF. Result: 0 (the TCR does not bind to the epitope).